Dataset: NCI-60 drug combinations with 297,098 pairs across 59 cell lines. Task: Regression. Given two drug SMILES strings and cell line genomic features, predict the synergy score measuring deviation from expected non-interaction effect. (1) Drug 1: C1CCN(CC1)CCOC2=CC=C(C=C2)C(=O)C3=C(SC4=C3C=CC(=C4)O)C5=CC=C(C=C5)O. Drug 2: CN1C(=O)N2C=NC(=C2N=N1)C(=O)N. Cell line: DU-145. Synergy scores: CSS=-8.81, Synergy_ZIP=5.88, Synergy_Bliss=4.55, Synergy_Loewe=-3.03, Synergy_HSA=-3.35. (2) Drug 1: COC1=CC(=CC(=C1O)OC)C2C3C(COC3=O)C(C4=CC5=C(C=C24)OCO5)OC6C(C(C7C(O6)COC(O7)C8=CC=CS8)O)O. Drug 2: CCCCC(=O)OCC(=O)C1(CC(C2=C(C1)C(=C3C(=C2O)C(=O)C4=C(C3=O)C=CC=C4OC)O)OC5CC(C(C(O5)C)O)NC(=O)C(F)(F)F)O. Cell line: HCT-15. Synergy scores: CSS=55.7, Synergy_ZIP=0.923, Synergy_Bliss=2.80, Synergy_Loewe=0.768, Synergy_HSA=2.84. (3) Drug 1: C1=CC(=CC=C1CCC2=CNC3=C2C(=O)NC(=N3)N)C(=O)NC(CCC(=O)O)C(=O)O. Drug 2: C(=O)(N)NO. Cell line: HT29. Synergy scores: CSS=39.7, Synergy_ZIP=-1.10, Synergy_Bliss=0.816, Synergy_Loewe=-14.4, Synergy_HSA=4.08. (4) Drug 1: CCC(=C(C1=CC=CC=C1)C2=CC=C(C=C2)OCCN(C)C)C3=CC=CC=C3.C(C(=O)O)C(CC(=O)O)(C(=O)O)O. Drug 2: COC1=C2C(=CC3=C1OC=C3)C=CC(=O)O2. Cell line: BT-549. Synergy scores: CSS=10.6, Synergy_ZIP=-1.54, Synergy_Bliss=2.25, Synergy_Loewe=-0.415, Synergy_HSA=-0.546. (5) Drug 1: CN(C(=O)NC(C=O)C(C(C(CO)O)O)O)N=O. Drug 2: N.N.Cl[Pt+2]Cl. Cell line: UACC-257. Synergy scores: CSS=29.0, Synergy_ZIP=-3.78, Synergy_Bliss=3.74, Synergy_Loewe=5.93, Synergy_HSA=6.04. (6) Drug 1: C1=NC2=C(N1)C(=S)N=C(N2)N. Drug 2: CC1=C2C(C(=O)C3(C(CC4C(C3C(C(C2(C)C)(CC1OC(=O)C(C(C5=CC=CC=C5)NC(=O)OC(C)(C)C)O)O)OC(=O)C6=CC=CC=C6)(CO4)OC(=O)C)O)C)O. Cell line: LOX IMVI. Synergy scores: CSS=39.8, Synergy_ZIP=-3.06, Synergy_Bliss=-5.56, Synergy_Loewe=-4.10, Synergy_HSA=-1.69. (7) Drug 1: C1=NNC2=C1C(=O)NC=N2. Drug 2: N.N.Cl[Pt+2]Cl. Cell line: HCC-2998. Synergy scores: CSS=27.2, Synergy_ZIP=-8.28, Synergy_Bliss=-2.74, Synergy_Loewe=1.59, Synergy_HSA=2.43. (8) Drug 1: CC1=CC2C(CCC3(C2CCC3(C(=O)C)OC(=O)C)C)C4(C1=CC(=O)CC4)C. Drug 2: CCCCC(=O)OCC(=O)C1(CC(C2=C(C1)C(=C3C(=C2O)C(=O)C4=C(C3=O)C=CC=C4OC)O)OC5CC(C(C(O5)C)O)NC(=O)C(F)(F)F)O. Cell line: RPMI-8226. Synergy scores: CSS=12.2, Synergy_ZIP=0.0836, Synergy_Bliss=5.10, Synergy_Loewe=5.14, Synergy_HSA=5.97. (9) Drug 1: C1CCN(CC1)CCOC2=CC=C(C=C2)C(=O)C3=C(SC4=C3C=CC(=C4)O)C5=CC=C(C=C5)O. Drug 2: CS(=O)(=O)OCCCCOS(=O)(=O)C. Cell line: TK-10. Synergy scores: CSS=3.69, Synergy_ZIP=0.905, Synergy_Bliss=5.37, Synergy_Loewe=1.11, Synergy_HSA=1.99. (10) Drug 1: COC1=C(C=C2C(=C1)N=CN=C2NC3=CC(=C(C=C3)F)Cl)OCCCN4CCOCC4. Drug 2: CC(C)NC(=O)C1=CC=C(C=C1)CNNC.Cl. Cell line: SNB-19. Synergy scores: CSS=6.82, Synergy_ZIP=-2.64, Synergy_Bliss=2.99, Synergy_Loewe=-0.256, Synergy_HSA=2.26.